The task is: Predict the reaction yield, written as a fraction of the theoretical maximum amount of product (1.0 means a 100% yield; for example, 0.34 means a 34% yield).. This data is from Reaction yield outcomes from USPTO patents with 853,638 reactions. (1) The reactants are [C@H:1]12[CH2:7][C@H:4]([CH2:5][CH2:6]1)[C@@H:3]([C:8]([O:10][CH2:11][CH3:12])=[O:9])[NH:2]2.C(N(CC)CC)C.[CH3:20][O:21][C:22]1[CH:27]=[CH:26][C:25]([S:28](Cl)(=[O:30])=[O:29])=[CH:24][CH:23]=1. The catalyst is C(Cl)(Cl)Cl. The product is [CH3:20][O:21][C:22]1[CH:23]=[CH:24][C:25]([S:28]([N:2]2[C@H:3]([C:8]([O:10][CH2:11][CH3:12])=[O:9])[C@@H:4]3[CH2:7][C@H:1]2[CH2:6][CH2:5]3)(=[O:30])=[O:29])=[CH:26][CH:27]=1. The yield is 0.710. (2) The reactants are [CH3:1][N:2]1[CH:6]=[C:5]([C:7]2[CH:8]=[C:9]([C:13]3([CH2:19][OH:20])[CH2:18][CH2:17][NH:16][CH2:15][CH2:14]3)[CH:10]=[CH:11][CH:12]=2)[CH:4]=[N:3]1.Cl[C:22]1[N:30]=[CH:29][N:28]=[C:27]2[C:23]=1[NH:24][CH:25]=[N:26]2.C(N(CC)CC)C. The catalyst is C(O)CCC. The product is [CH3:1][N:2]1[CH:6]=[C:5]([C:7]2[CH:8]=[C:9]([C:13]3([CH2:19][OH:20])[CH2:18][CH2:17][N:16]([C:22]4[N:30]=[CH:29][N:28]=[C:27]5[C:23]=4[N:24]=[CH:25][NH:26]5)[CH2:15][CH2:14]3)[CH:10]=[CH:11][CH:12]=2)[CH:4]=[N:3]1. The yield is 0.950. (3) The reactants are [Br:1][C:2]1[CH:3]=[C:4]([OH:8])[CH:5]=[CH:6][CH:7]=1.C(=O)([O-])[O-].[Cs+].[Cs+].Br[CH2:16][CH2:17][CH2:18][C:19]([O:21][CH2:22][CH3:23])=[O:20]. The catalyst is CN(C)C=O. The product is [Br:1][C:2]1[CH:3]=[C:4]([CH:5]=[CH:6][CH:7]=1)[O:8][CH2:16][CH2:17][CH2:18][C:19]([O:21][CH2:22][CH3:23])=[O:20]. The yield is 0.990. (4) The reactants are [CH:1]1([S:4]([C:7]2[CH:12]=[CH:11][C:10]([CH:13]([CH2:18][CH:19]3[CH2:24][CH2:23][O:22][CH2:21][CH2:20]3)[C:14](=[O:17])[CH:15]=[CH2:16])=[CH:9][CH:8]=2)(=[O:6])=[O:5])[CH2:3][CH2:2]1.[OH:25][C:26]([C:33]1[S:37][C:36]([CH:38]=[O:39])=[N:35][CH:34]=1)([CH3:32])[CH:27]([O:30][CH3:31])[O:28][CH3:29].C(N(CC)CC)C.O1CCCC1. The catalyst is [Cl-].C([N+]1C(C)=C(CCO)SC=1)C1C=CC=CC=1.C(O)C. The product is [CH:1]1([S:4]([C:7]2[CH:8]=[CH:9][C:10]([CH:13]([CH2:18][CH:19]3[CH2:24][CH2:23][O:22][CH2:21][CH2:20]3)[C:14](=[O:17])[CH2:15][CH2:16][C:38]([C:36]3[S:37][C:33]([C:26]([OH:25])([CH3:32])[CH:27]([O:30][CH3:31])[O:28][CH3:29])=[CH:34][N:35]=3)=[O:39])=[CH:11][CH:12]=2)(=[O:6])=[O:5])[CH2:3][CH2:2]1. The yield is 0.690. (5) The reactants are [NH2:1][C:2]1[C:11]2[C:6](=[C:7](Br)[CH:8]=[CH:9][CH:10]=2)[N:5]=[N:4][C:3]=1[C:13]([NH:15][CH2:16][CH2:17][CH3:18])=[O:14].[F:19][C:20]1[CH:25]=[CH:24][C:23](B(O)O)=[C:22]([O:29][CH3:30])[CH:21]=1. No catalyst specified. The product is [NH2:1][C:2]1[C:11]2[C:6](=[C:7]([C:23]3[CH:24]=[CH:25][C:20]([F:19])=[CH:21][C:22]=3[O:29][CH3:30])[CH:8]=[CH:9][CH:10]=2)[N:5]=[N:4][C:3]=1[C:13]([NH:15][CH2:16][CH2:17][CH3:18])=[O:14]. The yield is 0.830. (6) The reactants are C[O:2][C:3]([C:5]1[CH:10]=[CH:9][C:8]([CH:11]2[CH2:15][CH2:14][CH2:13][CH2:12]2)=[C:7](Br)[N:6]=1)=[O:4].C(=O)([O-])[O-].[K+].[K+].[Cl:23][C:24]1[CH:25]=[C:26](B(O)O)[CH:27]=[CH:28][CH:29]=1.Cl. The catalyst is O.CN(C=O)C.C1(P([C-]2C=CC=C2)C2C=CC=CC=2)C=CC=CC=1.[C-]1(P(C2C=CC=CC=2)C2C=CC=CC=2)C=CC=C1.[Fe+2].C(Cl)Cl.[Pd-](Cl)Cl. The product is [Cl:23][C:24]1[CH:29]=[C:28]([C:7]2[N:6]=[C:5]([C:3]([OH:2])=[O:4])[CH:10]=[CH:9][C:8]=2[CH:11]2[CH2:15][CH2:14][CH2:13][CH2:12]2)[CH:27]=[CH:26][CH:25]=1. The yield is 0.200. (7) The reactants are [F:1][C:2]1[CH:7]=[CH:6][C:5]([CH:8]2[N:12]([S:13]([C:16]3[CH:21]=[CH:20][C:19]([CH3:22])=[CH:18][CH:17]=3)(=[O:15])=[O:14])[CH:11]([C:23]([NH2:25])=O)[CH2:10][CH2:9]2)=[CH:4][CH:3]=1.[Cl-].[P+]=O. No catalyst specified. The product is [F:1][C:2]1[CH:3]=[CH:4][C:5]([CH:8]2[N:12]([S:13]([C:16]3[CH:17]=[CH:18][C:19]([CH3:22])=[CH:20][CH:21]=3)(=[O:15])=[O:14])[CH:11]([C:23]#[N:25])[CH2:10][CH2:9]2)=[CH:6][CH:7]=1. The yield is 0.820.